This data is from Experimentally validated miRNA-target interactions with 360,000+ pairs, plus equal number of negative samples. The task is: Binary Classification. Given a miRNA mature sequence and a target amino acid sequence, predict their likelihood of interaction. The miRNA is hsa-miR-582-3p with sequence UAACUGGUUGAACAACUGAACC. The protein sequence of the target gene is MELSCPGSRCPVQEQRARWERKRACTARELLETERRYQEQLGLVATYFLGILKAKGTLRPPERQALFGSWELIYGASQELLPYLEGGCWGQGLEGFCRHLELYNQFAANSERSQTTLQEQLKKNKGFRRFVRLQEGRPEFGGLQLQDLLPLPLQRLQQYENLVVALAENTGPNSPDHQQLTRAARLISETAQRVHTIGQKQKNDQHLRRVQALLSGRQAKGLTSGRWFLRQGWLLVVPPHGEPRPRMFFLFTDVLLMAKPRPPLHLLRSGTFACKALYPMAQCHLSRVFGHSGGPCGGLL.... Result: 1 (interaction).